This data is from Forward reaction prediction with 1.9M reactions from USPTO patents (1976-2016). The task is: Predict the product of the given reaction. Given the reactants [C:1]([O:5][C:6]([N:8]1[C:12]2=[N:13][CH:14]=[C:15]([O:17]CC3C=CC=CC=3)[CH:16]=[C:11]2[CH:10]=[C:9]1[C:25]([N:27]1[CH2:32][CH2:31][C:30]([F:34])([F:33])[CH2:29][CH2:28]1)=[O:26])=[O:7])([CH3:4])([CH3:3])[CH3:2].C(OCC)(=O)C, predict the reaction product. The product is: [C:1]([O:5][C:6]([N:8]1[C:12]2=[N:13][CH:14]=[C:15]([OH:17])[CH:16]=[C:11]2[CH:10]=[C:9]1[C:25]([N:27]1[CH2:32][CH2:31][C:30]([F:34])([F:33])[CH2:29][CH2:28]1)=[O:26])=[O:7])([CH3:4])([CH3:2])[CH3:3].